Dataset: Forward reaction prediction with 1.9M reactions from USPTO patents (1976-2016). Task: Predict the product of the given reaction. (1) Given the reactants [CH3:1][O:2][C:3]1[CH:4]=[C:5]2[C:10](=[CH:11][CH:12]=1)[C:9](=[O:13])[CH2:8][CH2:7][CH2:6]2.O.[C:15]([OH:19])(=[O:18])[CH:16]=[O:17], predict the reaction product. The product is: [OH:17][CH:16]([CH:8]1[CH2:7][CH2:6][C:5]2[C:10](=[CH:11][CH:12]=[C:3]([O:2][CH3:1])[CH:4]=2)[C:9]1=[O:13])[C:15]([OH:19])=[O:18]. (2) Given the reactants [CH2:1]([NH:8][C:9]1[CH:14]=[CH:13][N:12]=[C:11]([Cl:15])[C:10]=1[N+:16]([O-])=O)[C:2]1[CH:7]=[CH:6][CH:5]=[CH:4][CH:3]=1.C(NC1C([N+]([O-])=O)=CN=C(Cl)C=1)C1C=CC=CC=1.C([O-])=O.[NH4+], predict the reaction product. The product is: [CH2:1]([NH:8][C:9]1[CH:14]=[CH:13][N:12]=[C:11]([Cl:15])[C:10]=1[NH2:16])[C:2]1[CH:7]=[CH:6][CH:5]=[CH:4][CH:3]=1.